This data is from Full USPTO retrosynthesis dataset with 1.9M reactions from patents (1976-2016). The task is: Predict the reactants needed to synthesize the given product. Given the product [Cl:1][C:2]1[CH:3]=[C:4]([NH:19][C:20]2[C:30]3[CH:29]=[C:28]([C:31]([NH:44][CH2:43][CH2:42][S:39]([CH2:38][CH2:37][O:36][CH3:35])(=[O:41])=[O:40])=[O:33])[CH2:27][CH2:26][NH:25][C:24]=3[N:23]=[CH:22][N:21]=2)[CH:5]=[CH:6][C:7]=1[O:8][C:9]1[CH:14]=[CH:13][CH:12]=[C:11]([C:15]([F:17])([F:16])[F:18])[CH:10]=1, predict the reactants needed to synthesize it. The reactants are: [Cl:1][C:2]1[CH:3]=[C:4]([NH:19][C:20]2[C:30]3[CH:29]=[C:28]([C:31]([OH:33])=O)[CH2:27][CH2:26][NH:25][C:24]=3[N:23]=[CH:22][N:21]=2)[CH:5]=[CH:6][C:7]=1[O:8][C:9]1[CH:14]=[CH:13][CH:12]=[C:11]([C:15]([F:18])([F:17])[F:16])[CH:10]=1.Cl.[CH3:35][O:36][CH2:37][CH2:38][S:39]([CH2:42][CH2:43][NH2:44])(=[O:41])=[O:40].Cl.C(N=C=NCCCN(C)C)C.O.ON1C2C=CC=CC=2N=N1.